From a dataset of Reaction yield outcomes from USPTO patents with 853,638 reactions. Predict the reaction yield, written as a fraction of the theoretical maximum amount of product (1.0 means a 100% yield; for example, 0.34 means a 34% yield). The reactants are [OH:1][CH2:2][C@@H:3]1[CH2:7][N:6]([C:8]([O:10][C:11]([CH3:14])([CH3:13])[CH3:12])=[O:9])[C@H:5]([C:15]([O:17][CH3:18])=[O:16])[CH2:4]1.[C:19](C1C=CC=C(C(C)(C)C)N=1)(C)(C)C.CI. The catalyst is C(Cl)Cl.C(S([O-])(=O)=O)(F)(F)F.[Ag+]. The product is [CH3:19][O:1][CH2:2][C@@H:3]1[CH2:7][N:6]([C:8]([O:10][C:11]([CH3:13])([CH3:14])[CH3:12])=[O:9])[C@H:5]([C:15]([O:17][CH3:18])=[O:16])[CH2:4]1. The yield is 0.780.